The task is: Predict the reaction yield, written as a fraction of the theoretical maximum amount of product (1.0 means a 100% yield; for example, 0.34 means a 34% yield).. This data is from Reaction yield outcomes from USPTO patents with 853,638 reactions. The reactants are [Br:1][C:2]1[CH:7]=[CH:6][C:5]([CH2:8][C:9]#N)=[C:4]([F:11])[CH:3]=1.[OH-:12].[Na+].C[OH:15]. No catalyst specified. The product is [Br:1][C:2]1[CH:7]=[CH:6][C:5]([CH2:8][C:9]([OH:15])=[O:12])=[C:4]([F:11])[CH:3]=1. The yield is 0.950.